Dataset: Catalyst prediction with 721,799 reactions and 888 catalyst types from USPTO. Task: Predict which catalyst facilitates the given reaction. (1) Reactant: C[N:2]1[CH2:19][CH2:18][C:7]2[CH:8]=[CH:9][CH:10]=[C:11]3[C:12]4[CH2:13][CH2:14][CH2:15][CH2:16][C:17]=4[N:5]([C:6]=23)[CH2:4][CH2:3]1.ClC(OC(Cl)C)=O. Product: [CH2:4]1[N:5]2[C:6]3[C:11]([C:12]4[CH2:13][CH2:14][CH2:15][CH2:16][C:17]=42)=[CH:10][CH:9]=[CH:8][C:7]=3[CH2:18][CH2:19][NH:2][CH2:3]1. The catalyst class is: 68. (2) Reactant: [Cl:1][C:2]1[C:3]([C:26]2[N:30]3[CH:31]=[CH:32][CH:33]=[C:34]([F:35])[C:29]3=[N:28][CH:27]=2)=[N:4][C:5]([NH:8][C:9]2[CH:14]=[CH:13][C:12]([N:15]3[CH2:20][CH2:19][CH:18]([C:21](O)=[O:22])[CH2:17][CH2:16]3)=[CH:11][C:10]=2[O:24][CH3:25])=[N:6][CH:7]=1.[CH3:36][N:37](C(ON1N=NC2C=CC=NC1=2)=[N+](C)C)C.F[P-](F)(F)(F)(F)F.C(N(C(C)C)C(C)C)C.Cl.CN. Product: [Cl:1][C:2]1[C:3]([C:26]2[N:30]3[CH:31]=[CH:32][CH:33]=[C:34]([F:35])[C:29]3=[N:28][CH:27]=2)=[N:4][C:5]([NH:8][C:9]2[CH:14]=[CH:13][C:12]([N:15]3[CH2:20][CH2:19][CH:18]([C:21]([NH:37][CH3:36])=[O:22])[CH2:17][CH2:16]3)=[CH:11][C:10]=2[O:24][CH3:25])=[N:6][CH:7]=1. The catalyst class is: 3. (3) Reactant: [NH2:1][C:2]1[N:10]=[CH:9][CH:8]=[CH:7][C:3]=1[C:4]([OH:6])=O.[O:11]([C:18]1[S:22][C:21]([CH2:23][NH2:24])=[CH:20][CH:19]=1)[C:12]1[CH:17]=[CH:16][CH:15]=[CH:14][CH:13]=1.F[P-](F)(F)(F)(F)F.N1(O[P+](N(C)C)(N(C)C)N(C)C)C2C=CC=CC=2N=N1.C(N(CC)CC)C. Product: [NH2:1][C:2]1[N:10]=[CH:9][CH:8]=[CH:7][C:3]=1[C:4]([NH:24][CH2:23][C:21]1[S:22][C:18]([O:11][C:12]2[CH:13]=[CH:14][CH:15]=[CH:16][CH:17]=2)=[CH:19][CH:20]=1)=[O:6]. The catalyst class is: 35. (4) Reactant: C(OC(=O)[NH:7][CH2:8][C:9]([N:11]1[CH2:20][CH2:19][C:18]2[C:13](=[CH:14][CH:15]=[CH:16][CH:17]=2)[CH:12]1[CH:21]1[CH2:26][CH2:25][CH2:24][CH2:23][CH2:22]1)=[O:10])(C)(C)C.Cl.CCOC(C)=O. Product: [CH:21]1([CH:12]2[C:13]3[C:18](=[CH:17][CH:16]=[CH:15][CH:14]=3)[CH2:19][CH2:20][N:11]2[C:9](=[O:10])[CH2:8][NH2:7])[CH2:22][CH2:23][CH2:24][CH2:25][CH2:26]1. The catalyst class is: 25. (5) Reactant: C([O:3][C:4](=O)[CH2:5][N:6]1[C@H:11]([CH3:12])[CH2:10][CH2:9][CH2:8][C@@H:7]1[CH3:13])C.[NH2:15][NH2:16]. Product: [CH3:13][C@H:7]1[CH2:8][CH2:9][CH2:10][C@@H:11]([CH3:12])[N:6]1[CH2:5][C:4]([NH:15][NH2:16])=[O:3]. The catalyst class is: 8.